From a dataset of Catalyst prediction with 721,799 reactions and 888 catalyst types from USPTO. Predict which catalyst facilitates the given reaction. Reactant: [CH3:1][O:2][C:3]1[CH:48]=[CH:47][C:6]([CH2:7][N:8]([CH2:38][C:39]2[CH:44]=[CH:43][C:42]([O:45][CH3:46])=[CH:41][CH:40]=2)[C:9]2[N:14]=[CH:13][C:12]([C:15]3[C:16]4[CH2:29][CH2:28][N:27]([C:30]5[CH:37]=[CH:36][C:33]([CH:34]=O)=[CH:32][CH:31]=5)[C:17]=4[N:18]=[C:19]([N:21]4[CH2:26][CH2:25][O:24][CH2:23][CH2:22]4)[N:20]=3)=[CH:11][N:10]=2)=[CH:5][CH:4]=1.[CH3:49][N:50]1[CH2:55][CH2:54][NH:53][CH2:52][CH2:51]1.C(O[BH-](OC(=O)C)OC(=O)C)(=O)C.[Na+].C(O)(=O)C.[Cl-].[NH4+]. Product: [CH3:46][O:45][C:42]1[CH:41]=[CH:40][C:39]([CH2:38][N:8]([CH2:7][C:6]2[CH:5]=[CH:4][C:3]([O:2][CH3:1])=[CH:48][CH:47]=2)[C:9]2[N:10]=[CH:11][C:12]([C:15]3[C:16]4[CH2:29][CH2:28][N:27]([C:30]5[CH:37]=[CH:36][C:33]([CH2:34][N:53]6[CH2:54][CH2:55][N:50]([CH3:49])[CH2:51][CH2:52]6)=[CH:32][CH:31]=5)[C:17]=4[N:18]=[C:19]([N:21]4[CH2:26][CH2:25][O:24][CH2:23][CH2:22]4)[N:20]=3)=[CH:13][N:14]=2)=[CH:44][CH:43]=1. The catalyst class is: 4.